This data is from Full USPTO retrosynthesis dataset with 1.9M reactions from patents (1976-2016). The task is: Predict the reactants needed to synthesize the given product. (1) Given the product [C:2]([C:6]1[CH:27]=[CH:26][CH:25]=[CH:24][C:7]=1[O:8][CH2:9][CH2:10][N:11]([CH3:23])[C:12]([C:14]1[C:22]2[CH2:21][CH2:20][N:19]([S:29]([CH3:28])(=[O:31])=[O:30])[CH2:18][C:17]=2[NH:16][N:15]=1)=[O:13])([CH3:5])([CH3:3])[CH3:4], predict the reactants needed to synthesize it. The reactants are: Cl.[C:2]([C:6]1[CH:27]=[CH:26][CH:25]=[CH:24][C:7]=1[O:8][CH2:9][CH2:10][N:11]([CH3:23])[C:12]([C:14]1[C:22]2[CH2:21][CH2:20][NH:19][CH2:18][C:17]=2[NH:16][N:15]=1)=[O:13])([CH3:5])([CH3:4])[CH3:3].[CH3:28][S:29](Cl)(=[O:31])=[O:30]. (2) The reactants are: [Br:1][C:2]1[CH:3]=[C:4]([C:23]([O:25][CH3:26])=[O:24])[C:5]([CH3:22])=[C:6]([NH:8][CH:9]2[CH2:14][CH2:13][N:12]([C:15]([O:17][C:18]([CH3:21])([CH3:20])[CH3:19])=[O:16])[CH2:11][CH2:10]2)[CH:7]=1.[CH:27](=O)[CH3:28].C(O)(=O)C.C(O[BH-](OC(=O)C)OC(=O)C)(=O)C.[Na+]. Given the product [Br:1][C:2]1[CH:3]=[C:4]([C:23]([O:25][CH3:26])=[O:24])[C:5]([CH3:22])=[C:6]([N:8]([CH2:27][CH3:28])[CH:9]2[CH2:14][CH2:13][N:12]([C:15]([O:17][C:18]([CH3:19])([CH3:20])[CH3:21])=[O:16])[CH2:11][CH2:10]2)[CH:7]=1, predict the reactants needed to synthesize it. (3) Given the product [F:17][CH:2]([F:1])[O:3][C:4]1[CH:9]=[C:8]([NH2:10])[CH:7]=[C:6]([S:13]([CH3:16])(=[O:15])=[O:14])[CH:5]=1, predict the reactants needed to synthesize it. The reactants are: [F:1][CH:2]([F:17])[O:3][C:4]1[CH:9]=[C:8]([N+:10]([O-])=O)[CH:7]=[C:6]([S:13]([CH3:16])(=[O:15])=[O:14])[CH:5]=1. (4) Given the product [F:1][C:2]1[CH:7]=[C:6]([F:8])[CH:5]=[CH:4][C:3]=1[C:9]1[CH:10]=[C:11]([N:18]2[CH2:19][CH2:20][CH2:21][CH2:22][CH2:23]2)[CH:12]=[C:13]([NH2:15])[CH:14]=1, predict the reactants needed to synthesize it. The reactants are: [F:1][C:2]1[CH:7]=[C:6]([F:8])[CH:5]=[CH:4][C:3]=1[C:9]1[CH:14]=[C:13]([N+:15]([O-])=O)[CH:12]=[C:11]([N:18]2[CH2:23][CH2:22][CH2:21][CH2:20][CH2:19]2)[CH:10]=1.[NH4+].[Cl-]. (5) The reactants are: N[C:2]1[CH:10]=[CH:9][C:5]([C:6]([OH:8])=[O:7])=[C:4]([S:11]([OH:14])(=[O:13])=[O:12])[CH:3]=1.C([O-])([O-])=O.[Na+].[Na+].N([O-])=O.[Na+].Cl.[Na+].[I-:27]. Given the product [I:27][C:2]1[CH:10]=[CH:9][C:5]([C:6]([OH:8])=[O:7])=[C:4]([S:11]([OH:14])(=[O:13])=[O:12])[CH:3]=1, predict the reactants needed to synthesize it. (6) Given the product [N:22]1([CH2:2][C:3]2[CH:4]=[C:5]([C:9]3[O:10][C:11]4[C:17]([C:18]([O:20][CH3:21])=[O:19])=[CH:16][CH:15]=[CH:14][C:12]=4[N:13]=3)[CH:6]=[CH:7][CH:8]=2)[CH2:26][CH2:25][CH2:24][CH2:23]1, predict the reactants needed to synthesize it. The reactants are: Br[CH2:2][C:3]1[CH:4]=[C:5]([C:9]2[O:10][C:11]3[C:17]([C:18]([O:20][CH3:21])=[O:19])=[CH:16][CH:15]=[CH:14][C:12]=3[N:13]=2)[CH:6]=[CH:7][CH:8]=1.[NH:22]1[CH2:26][CH2:25][CH2:24][CH2:23]1.